Predict the product of the given reaction. From a dataset of Forward reaction prediction with 1.9M reactions from USPTO patents (1976-2016). (1) The product is: [F:1][C:2]1[CH:7]=[CH:6][C:5]([CH3:8])=[CH:4][C:3]=1[NH:9][C:10](=[O:11])[NH:9][C:3]1[CH:4]=[CH:5][CH:6]=[CH:7][C:2]=1[C:26]1[CH:25]=[CH:24][CH:23]=[C:22]2[C:27]=1[CH:19]=[C:20]([C:28]([NH2:30])=[O:29])[NH:21]2. Given the reactants [F:1][C:2]1[CH:7]=[CH:6][C:5]([CH3:8])=[CH:4][C:3]=1[N:9]=[C:10]=[O:11].NC1C=CC([C:19]2[C:27]3[C:22](=[CH:23][CH:24]=[CH:25][CH:26]=3)[NH:21][C:20]=2[C:28]([NH2:30])=[O:29])=CC=1, predict the reaction product. (2) Given the reactants [F:1][C:2]1([C:15](OCC)=[O:16])[CH2:7][CH2:6][N:5]([C:8]([O:10][C:11]([CH3:14])([CH3:13])[CH3:12])=[O:9])[CH2:4][CH2:3]1.[H-].[H-].[H-].[H-].[Li+].[Al+3].O.[OH-].[Na+], predict the reaction product. The product is: [F:1][C:2]1([CH2:15][OH:16])[CH2:3][CH2:4][N:5]([C:8]([O:10][C:11]([CH3:12])([CH3:13])[CH3:14])=[O:9])[CH2:6][CH2:7]1. (3) Given the reactants C[O:2][C:3]1[CH:20]=[CH:19][C:18]2[C:17]3[C:12](=[CH:13][CH:14]=[CH:15][CH:16]=3)[C:11]3[C:6](=[CH:7][CH:8]=[CH:9][C:10]=3[O:21]C)[C:5]=2[CH:4]=1.Cl.N1C=CC=CC=1, predict the reaction product. The product is: [OH:2][C:3]1[CH:20]=[CH:19][C:18]2[C:17]3[C:12](=[CH:13][CH:14]=[CH:15][CH:16]=3)[C:11]3[C:6](=[CH:7][CH:8]=[CH:9][C:10]=3[OH:21])[C:5]=2[CH:4]=1. (4) Given the reactants [CH3:1][O:2][C:3]1[CH:8]=[CH:7][C:6]([S:9](Cl)(=[O:11])=[O:10])=[CH:5][CH:4]=1.[F:13][C:14]1[CH:19]=[CH:18][C:17]([F:20])=[CH:16][C:15]=1[C:21]1[CH:26]=[CH:25][CH:24]=[CH:23][C:22]=1[CH:27]([NH2:29])[CH3:28].C(N(CC)CC)C.ClCCl, predict the reaction product. The product is: [F:13][C:14]1[CH:19]=[CH:18][C:17]([F:20])=[CH:16][C:15]=1[C:21]1[CH:26]=[CH:25][CH:24]=[CH:23][C:22]=1[CH:27]([NH:29][S:9]([C:6]1[CH:7]=[CH:8][C:3]([O:2][CH3:1])=[CH:4][CH:5]=1)(=[O:11])=[O:10])[CH3:28]. (5) Given the reactants [C:1]1([P:7]([C:14]2[CH:19]=[CH:18][CH:17]=[CH:16][CH:15]=2)[C:8]2[CH:13]=[CH:12][CH:11]=[CH:10][CH:9]=2)[CH:6]=[CH:5][CH:4]=[CH:3][CH:2]=1.C(OC(=O)C(C)(C)CCCCC[Br:30])C, predict the reaction product. The product is: [Br-:30].[C:14]1([PH+:7]([C:1]2[CH:2]=[CH:3][CH:4]=[CH:5][CH:6]=2)[C:8]2[CH:13]=[CH:12][CH:11]=[CH:10][CH:9]=2)[CH:15]=[CH:16][CH:17]=[CH:18][CH:19]=1. (6) The product is: [OH:52][CH2:51][C@H:49]([NH:50][C:17](=[O:18])[C:16]1[CH:20]=[C:21]([C:23](=[O:33])[N:24]([CH3:32])[CH2:25][C:26]2[S:27][CH:28]=[C:29]([CH3:31])[N:30]=2)[CH:22]=[C:14]([C:12](=[O:13])[NH:11][C@H:3]([C@H:2]([OH:1])[CH2:34][NH:35][CH2:36][C:37]2[CH:42]=[CH:41][CH:40]=[C:39]([O:43][CH3:44])[CH:38]=2)[CH2:4][C:5]2[CH:10]=[CH:9][CH:8]=[CH:7][CH:6]=2)[CH:15]=1)[C:48]([O:47][CH3:46])=[O:53]. Given the reactants [OH:1][C@H:2]([CH2:34][NH:35][CH2:36][C:37]1[CH:42]=[CH:41][CH:40]=[C:39]([O:43][CH3:44])[CH:38]=1)[C@@H:3]([NH:11][C:12]([C:14]1[CH:15]=[C:16]([CH:20]=[C:21]([C:23](=[O:33])[N:24]([CH3:32])[CH2:25][C:26]2[S:27][CH:28]=[C:29]([CH3:31])[N:30]=2)[CH:22]=1)[C:17](O)=[O:18])=[O:13])[CH2:4][C:5]1[CH:10]=[CH:9][CH:8]=[CH:7][CH:6]=1.Cl.[CH3:46][O:47][C:48](=[O:53])[C@H:49]([CH2:51][OH:52])[NH2:50].C1C=CC2N(O)N=NC=2C=1.CCN=C=NCCCN(C)C, predict the reaction product. (7) Given the reactants [CH3:1][O:2][C:3]1[C:8]2[N:9]=[C:10]([NH:12][C:13]([C:15]3[S:16][C:17]([CH3:20])=[CH:18][CH:19]=3)=[O:14])[S:11][C:7]=2[C:6]([N:21]2[CH2:26][CH2:25][NH:24][CH2:23][CH2:22]2)=[CH:5][CH:4]=1.[CH:27](O)=O.C=O, predict the reaction product. The product is: [CH3:1][O:2][C:3]1[C:8]2[N:9]=[C:10]([NH:12][C:13]([C:15]3[S:16][C:17]([CH3:20])=[CH:18][CH:19]=3)=[O:14])[S:11][C:7]=2[C:6]([N:21]2[CH2:22][CH2:23][N:24]([CH3:27])[CH2:25][CH2:26]2)=[CH:5][CH:4]=1. (8) Given the reactants [F:1][C:2]1[C:7]([CH:8]=[O:9])=[CH:6][C:5]([O:10]C)=[C:4]([O:12]C)[CH:3]=1.B(Br)(Br)Br, predict the reaction product. The product is: [F:1][C:2]1[CH:3]=[C:4]([OH:12])[C:5]([OH:10])=[CH:6][C:7]=1[CH:8]=[O:9].